Dataset: Peptide-MHC class II binding affinity with 134,281 pairs from IEDB. Task: Regression. Given a peptide amino acid sequence and an MHC pseudo amino acid sequence, predict their binding affinity value. This is MHC class II binding data. (1) The peptide sequence is KLEHPVTGCGERTEGRCL. The MHC is DRB1_0401 with pseudo-sequence DRB1_0401. The binding affinity (normalized) is 0. (2) The peptide sequence is LVDANGTLHDKKSMG. The MHC is DRB1_1501 with pseudo-sequence DRB1_1501. The binding affinity (normalized) is 0.241. (3) The peptide sequence is DERLLGFTMEWFLSG. The MHC is DRB1_0101 with pseudo-sequence DRB1_0101. The binding affinity (normalized) is 0.547.